This data is from Reaction yield outcomes from USPTO patents with 853,638 reactions. The task is: Predict the reaction yield, written as a fraction of the theoretical maximum amount of product (1.0 means a 100% yield; for example, 0.34 means a 34% yield). (1) The reactants are [C:1]([C:3]1[CH:8]=[CH:7][C:6]([NH:9][C:10]([CH:12]2[NH:16][CH:15]([CH2:17][C:18]([CH3:21])([CH3:20])[CH3:19])[C:14]3([C:29]4[C:24](=[CH:25][C:26]([Cl:31])=[C:27]([F:30])[CH:28]=4)[NH:23][C:22]3=[O:32])[CH:13]2[C:33]2[CH:38]=[CH:37][CH:36]=[C:35]([Cl:39])[C:34]=2[F:40])=[O:11])=[C:5]([O:41][CH3:42])[CH:4]=1)#[N:2].[OH:43]O.[OH-].[Na+]. The catalyst is CS(C)=O. The product is [C:1]([C:3]1[CH:8]=[CH:7][C:6]([NH:9][C:10]([CH:12]2[NH:16][CH:15]([CH2:17][C:18]([CH3:21])([CH3:20])[CH3:19])[C:14]3([C:29]4[C:24](=[CH:25][C:26]([Cl:31])=[C:27]([F:30])[CH:28]=4)[NH:23][C:22]3=[O:32])[CH:13]2[C:33]2[CH:38]=[CH:37][CH:36]=[C:35]([Cl:39])[C:34]=2[F:40])=[O:11])=[C:5]([O:41][CH3:42])[CH:4]=1)(=[O:43])[NH2:2]. The yield is 0.720. (2) The reactants are [C:1]([C:5]1[CH:10]=[CH:9][C:8]([CH:11]2[CH2:13][CH:12]2[C:14]([O:16]CC)=O)=[CH:7][CH:6]=1)([CH3:4])([CH3:3])[CH3:2].O.[NH2:20][NH2:21]. The catalyst is C(O)C. The product is [C:1]([C:5]1[CH:10]=[CH:9][C:8]([CH:11]2[CH2:13][CH:12]2[C:14]([NH:20][NH2:21])=[O:16])=[CH:7][CH:6]=1)([CH3:4])([CH3:3])[CH3:2]. The yield is 0.820. (3) The reactants are Cl.[N:2]1[CH:7]=[CH:6][CH:5]=[C:4]([CH2:8][C:9]([OH:11])=O)[CH:3]=1.C(Cl)(=O)C(Cl)=O.CN(C)C=O.[F:23][C:24]([F:43])([F:42])[O:25][C:26]1[CH:31]=[CH:30][C:29]([C:32]2[C:33]([NH2:41])=[N:34][N:35]3[CH:40]=[CH:39][CH:38]=[N:37][C:36]=23)=[CH:28][CH:27]=1. The catalyst is ClCCl.N1C=CC=CC=1. The product is [N:2]1[CH:7]=[CH:6][CH:5]=[C:4]([CH2:8][C:9]([NH:41][C:33]2[C:32]([C:29]3[CH:28]=[CH:27][C:26]([O:25][C:24]([F:43])([F:23])[F:42])=[CH:31][CH:30]=3)=[C:36]3[N:37]=[CH:38][CH:39]=[CH:40][N:35]3[N:34]=2)=[O:11])[CH:3]=1. The yield is 0.290. (4) The reactants are [Cl:1][C:2]1[C:11]([CH:12]=[O:13])=[CH:10][C:9]2[C:4](=[CH:5][CH:6]=[C:7]([O:14]C)[CH:8]=2)[N:3]=1.B(Br)(Br)Br.C(=O)(O)[O-].[Na+]. The catalyst is ClCCl. The product is [Cl:1][C:2]1[C:11]([CH:12]=[O:13])=[CH:10][C:9]2[C:4](=[CH:5][CH:6]=[C:7]([OH:14])[CH:8]=2)[N:3]=1. The yield is 0.610. (5) The reactants are [Cl:1][S:2]([N:5]=[C:6]=[O:7])(=[O:4])=[O:3].[NH2:8][C:9]1[CH:14]=[CH:13][C:12]([CH3:15])=[CH:11][CH:10]=1. The catalyst is C(OCC)C. The product is [CH3:15][C:12]1[CH:13]=[CH:14][C:9]([NH:8][C:6](=[O:7])[NH:5][S:2]([Cl:1])(=[O:4])=[O:3])=[CH:10][CH:11]=1. The yield is 0.800. (6) The reactants are [NH2:1][C:2]1[C:10]2[C:5](=[N:6][CH:7]=[C:8]([Cl:25])[C:9]=2[N:11]2[CH2:16][CH2:15][CH2:14][C@@H:13]([NH:17][C:18](=[O:24])[O:19][C:20]([CH3:23])([CH3:22])[CH3:21])[CH2:12]2)[NH:4][CH:3]=1.[C:26](Cl)(=[O:29])[CH2:27][CH3:28].[Li+].[OH-]. The catalyst is CN1C(=O)CCC1.C(Cl)Cl.O.N1C=CC=CC=1. The product is [Cl:25][C:8]1[C:9]([N:11]2[CH2:16][CH2:15][CH2:14][C@@H:13]([NH:17][C:18](=[O:24])[O:19][C:20]([CH3:21])([CH3:22])[CH3:23])[CH2:12]2)=[C:10]2[C:2]([NH:1][C:26](=[O:29])[CH2:27][CH3:28])=[CH:3][NH:4][C:5]2=[N:6][CH:7]=1. The yield is 0.636. (7) The reactants are [CH:1](=[C:3]1/[C:4](=[O:24])[CH2:5][CH2:6][CH2:7][C:8]2[CH:16]=[C:15]3[C:11]([CH:12]=[N:13][N:14]3[C:17]3[CH:22]=[CH:21][C:20]([F:23])=[CH:19][CH:18]=3)=[CH:10][C:9]/1=2)\[CH3:2]. The catalyst is C1(C)C=CC=CC=1.[OH-].[OH-].[Pd+2]. The product is [CH2:1]([CH:3]1[C:9]2[CH:10]=[C:11]3[C:15](=[CH:16][C:8]=2[CH2:7][CH2:6][CH2:5][C:4]1=[O:24])[N:14]([C:17]1[CH:18]=[CH:19][C:20]([F:23])=[CH:21][CH:22]=1)[N:13]=[CH:12]3)[CH3:2]. The yield is 0.990.